The task is: Predict the reaction yield, written as a fraction of the theoretical maximum amount of product (1.0 means a 100% yield; for example, 0.34 means a 34% yield).. This data is from Reaction yield outcomes from USPTO patents with 853,638 reactions. The reactants are [C:1]([C:5]1[O:9][N:8]=[C:7]([NH:10][C:11]([NH:13][C:14]2[CH:19]=[CH:18][CH:17]=[C:16]([O:20][C:21]3[C:30]4[C:25](=[CH:26][C:27]([OH:33])=[C:28]([O:31][CH3:32])[CH:29]=4)[N:24]=[CH:23][N:22]=3)[CH:15]=2)=[O:12])[CH:6]=1)([CH3:4])([CH3:3])[CH3:2].[CH2:34]([C@@H:36]1[O:38][CH2:37]1)Cl.C(=O)([O-])[O-].[Cs+].[Cs+].[I-].[K+]. The catalyst is CN(C)C=O. The product is [C:1]([C:5]1[O:9][N:8]=[C:7]([NH:10][C:11]([NH:13][C:14]2[CH:19]=[CH:18][CH:17]=[C:16]([O:20][C:21]3[C:30]4[C:25](=[CH:26][C:27]([O:33][CH2:34][C@H:36]5[CH2:37][O:38]5)=[C:28]([O:31][CH3:32])[CH:29]=4)[N:24]=[CH:23][N:22]=3)[CH:15]=2)=[O:12])[CH:6]=1)([CH3:4])([CH3:2])[CH3:3]. The yield is 0.150.